This data is from Full USPTO retrosynthesis dataset with 1.9M reactions from patents (1976-2016). The task is: Predict the reactants needed to synthesize the given product. The reactants are: [C:1]([C:3](=[C:7](SC)SC)[C:4]([NH2:6])=O)#[N:2].[CH:12]1[CH:17]=[CH:16][C:15]([CH2:18][C:19]2[CH:24]=[CH:23][C:22]([NH2:25])=[CH:21][CH:20]=2)=[CH:14][CH:13]=1.[OH2:26].[NH2:27][NH2:28].[CH3:29][CH2:30][OH:31]. Given the product [CH2:18]([C:19]1[CH:20]=[CH:21][C:22]([NH:25][C:7]2[C:3]([C:1]([NH2:2])=[O:26])=[C:4]([NH:6][CH2:18][C:15]3[CH:14]=[CH:13][C:30]([OH:31])=[CH:29][CH:16]=3)[NH:28][N:27]=2)=[CH:23][CH:24]=1)[C:15]1[CH:14]=[CH:13][CH:12]=[CH:17][CH:16]=1, predict the reactants needed to synthesize it.